Dataset: Full USPTO retrosynthesis dataset with 1.9M reactions from patents (1976-2016). Task: Predict the reactants needed to synthesize the given product. Given the product [Br:1][C:2]1[N:6]([S:7]([C:10]2[CH:15]=[CH:14][CH:13]=[CH:12][CH:11]=2)(=[O:9])=[O:8])[CH:5]=[C:4]([CH2:16][NH:22][CH3:21])[CH:3]=1, predict the reactants needed to synthesize it. The reactants are: [Br:1][C:2]1[N:6]([S:7]([C:10]2[CH:15]=[CH:14][CH:13]=[CH:12][CH:11]=2)(=[O:9])=[O:8])[CH:5]=[C:4]([CH:16]=O)[CH:3]=1.[Cl-].C[NH3+].[C:21]([BH3-])#[N:22].[Na+].